This data is from NCI-60 drug combinations with 297,098 pairs across 59 cell lines. The task is: Regression. Given two drug SMILES strings and cell line genomic features, predict the synergy score measuring deviation from expected non-interaction effect. (1) Drug 1: CN1CCC(CC1)COC2=C(C=C3C(=C2)N=CN=C3NC4=C(C=C(C=C4)Br)F)OC. Drug 2: CC(C)CN1C=NC2=C1C3=CC=CC=C3N=C2N. Cell line: M14. Synergy scores: CSS=-4.19, Synergy_ZIP=2.06, Synergy_Bliss=-0.804, Synergy_Loewe=-3.44, Synergy_HSA=-3.73. (2) Drug 1: CC1=CC2C(CCC3(C2CCC3(C(=O)C)OC(=O)C)C)C4(C1=CC(=O)CC4)C. Drug 2: CNC(=O)C1=NC=CC(=C1)OC2=CC=C(C=C2)NC(=O)NC3=CC(=C(C=C3)Cl)C(F)(F)F. Cell line: SF-295. Synergy scores: CSS=30.2, Synergy_ZIP=1.82, Synergy_Bliss=0.0676, Synergy_Loewe=-28.8, Synergy_HSA=-2.09. (3) Drug 1: CCC1=C2CN3C(=CC4=C(C3=O)COC(=O)C4(CC)O)C2=NC5=C1C=C(C=C5)O. Drug 2: CC1C(C(CC(O1)OC2CC(OC(C2O)C)OC3=CC4=CC5=C(C(=O)C(C(C5)C(C(=O)C(C(C)O)O)OC)OC6CC(C(C(O6)C)O)OC7CC(C(C(O7)C)O)OC8CC(C(C(O8)C)O)(C)O)C(=C4C(=C3C)O)O)O)O. Cell line: UACC62. Synergy scores: CSS=50.2, Synergy_ZIP=-0.533, Synergy_Bliss=-0.569, Synergy_Loewe=-1.41, Synergy_HSA=-0.329. (4) Drug 1: CS(=O)(=O)CCNCC1=CC=C(O1)C2=CC3=C(C=C2)N=CN=C3NC4=CC(=C(C=C4)OCC5=CC(=CC=C5)F)Cl. Drug 2: CN(C(=O)NC(C=O)C(C(C(CO)O)O)O)N=O. Cell line: NCI-H460. Synergy scores: CSS=0.284, Synergy_ZIP=2.22, Synergy_Bliss=3.87, Synergy_Loewe=1.01, Synergy_HSA=0.838. (5) Drug 1: C1CCN(CC1)CCOC2=CC=C(C=C2)C(=O)C3=C(SC4=C3C=CC(=C4)O)C5=CC=C(C=C5)O. Drug 2: C1=CC(=CC=C1CC(C(=O)O)N)N(CCCl)CCCl.Cl. Cell line: NCI-H522. Synergy scores: CSS=14.2, Synergy_ZIP=-2.15, Synergy_Bliss=1.85, Synergy_Loewe=0.699, Synergy_HSA=2.26. (6) Drug 1: C1CCC(C1)C(CC#N)N2C=C(C=N2)C3=C4C=CNC4=NC=N3. Drug 2: CCC1=CC2CC(C3=C(CN(C2)C1)C4=CC=CC=C4N3)(C5=C(C=C6C(=C5)C78CCN9C7C(C=CC9)(C(C(C8N6C)(C(=O)OC)O)OC(=O)C)CC)OC)C(=O)OC.C(C(C(=O)O)O)(C(=O)O)O. Cell line: T-47D. Synergy scores: CSS=28.6, Synergy_ZIP=3.90, Synergy_Bliss=6.72, Synergy_Loewe=-18.5, Synergy_HSA=2.40. (7) Drug 1: CC1=C(C(=CC=C1)Cl)NC(=O)C2=CN=C(S2)NC3=CC(=NC(=N3)C)N4CCN(CC4)CCO. Drug 2: N.N.Cl[Pt+2]Cl. Cell line: SN12C. Synergy scores: CSS=46.0, Synergy_ZIP=-3.51, Synergy_Bliss=-4.10, Synergy_Loewe=0.512, Synergy_HSA=1.45.